From a dataset of Catalyst prediction with 721,799 reactions and 888 catalyst types from USPTO. Predict which catalyst facilitates the given reaction. Product: [F:1][C:2]1[CH:7]=[C:6]([F:8])[CH:5]=[CH:4][C:3]=1[NH:9][C:10](=[O:18])[CH:11]([CH3:17])[C:12]([OH:14])=[O:13]. Reactant: [F:1][C:2]1[CH:7]=[C:6]([F:8])[CH:5]=[CH:4][C:3]=1[NH:9][C:10](=[O:18])[CH:11]([CH3:17])[C:12]([O:14]CC)=[O:13]. The catalyst class is: 1.